From a dataset of Reaction yield outcomes from USPTO patents with 853,638 reactions. Predict the reaction yield, written as a fraction of the theoretical maximum amount of product (1.0 means a 100% yield; for example, 0.34 means a 34% yield). (1) The reactants are [F:1][CH:2]([F:26])[O:3][C:4]1[CH:9]=[CH:8][CH:7]=[CH:6][C:5]=1[N:10]1[CH:15]=[C:14]([O:16][CH3:17])[C:13](=[O:18])[C:12]([C:19](=O)[CH:20]=[CH:21][N:22](C)C)=[N:11]1.[C:27]1([NH:33]N)[CH:32]=[CH:31][CH:30]=[CH:29][CH:28]=1. The catalyst is CC(O)=O. The product is [F:1][CH:2]([F:26])[O:3][C:4]1[CH:9]=[CH:8][CH:7]=[CH:6][C:5]=1[N:10]1[CH:15]=[C:14]([O:16][CH3:17])[C:13](=[O:18])[C:12]([C:19]2[N:33]([C:27]3[CH:32]=[CH:31][CH:30]=[CH:29][CH:28]=3)[N:22]=[CH:21][CH:20]=2)=[N:11]1. The yield is 0.680. (2) The reactants are [C:1]([O:5][C:6]([C:8]1([CH:16]=[CH2:17])[CH2:13][O:12][C:11]([CH3:15])([CH3:14])[O:10][CH2:9]1)=[O:7])(C)(C)[CH3:2].C(OC(C1(C(=O)C)COC(C)(C)OC1)=O)C. No catalyst specified. The product is [CH2:1]([O:5][C:6]([C:8]1([CH:16]=[CH2:17])[CH2:13][O:12][C:11]([CH3:15])([CH3:14])[O:10][CH2:9]1)=[O:7])[CH3:2]. The yield is 0.500. (3) The reactants are [N:1]1[CH:6]=[CH:5][CH:4]=[C:3]([O:7][CH2:8][CH2:9][CH2:10][NH2:11])[CH:2]=1.[O:12]=[C:13]([OH:25])[C@@H:14]([C@H:16]([C@H:18]([C@@H:20]([C:22]([OH:24])=[O:23])[OH:21])[OH:19])[OH:17])[OH:15].O. The catalyst is C(O)C. The product is [O:12]=[C:13]([OH:25])[C@@H:14]([C@H:16]([C@H:18]([C@@H:20]([C:22]([OH:24])=[O:23])[OH:21])[OH:19])[OH:17])[OH:15].[N:1]1[CH:6]=[CH:5][CH:4]=[C:3]([O:7][CH2:8][CH2:9][CH2:10][NH2:11])[CH:2]=1.[N:1]1[CH:6]=[CH:5][CH:4]=[C:3]([O:7][CH2:8][CH2:9][CH2:10][NH2:11])[CH:2]=1. The yield is 0.583. (4) The yield is 0.580. The catalyst is CN(C=O)C. The reactants are C(N(CC)C(C)C)(C)C.[C:10]([O:14][C:15]([N:17]1[CH2:21][CH2:20][CH:19](C(O)=O)[CH2:18]1)=[O:16])([CH3:13])([CH3:12])[CH3:11].CN([C:28]([O:32]N1N=NC2C=CC=NC1=2)=[N+](C)C)C.F[P-](F)(F)(F)(F)F.[CH2:49]([O:51][C:52](=[O:63])[C:53]([NH2:62])([C:55]1[CH:60]=[CH:59][C:58]([Br:61])=[CH:57][CH:56]=1)[CH3:54])[CH3:50]. The product is [C:10]([O:14][C:15]([N:17]1[CH2:18][CH2:19][CH2:20][CH:21]1[C:28](=[O:32])[NH:62][C:53]([C:55]1[CH:56]=[CH:57][C:58]([Br:61])=[CH:59][CH:60]=1)([C:52]([O:51][CH2:49][CH3:50])=[O:63])[CH3:54])=[O:16])([CH3:11])([CH3:12])[CH3:13]. (5) The reactants are [Cl:1][C:2]1[CH:3]=[C:4]2[C:8](=[CH:9][CH:10]=1)[NH:7][C:6]([C:11]([NH:13][C@@H:14]1[CH2:22][C:21]3[C:16](=[CH:17][CH:18]=[CH:19][CH:20]=3)[C@H:15]1[NH:23][CH2:24][CH2:25][O:26]C1CCCCO1)=[O:12])=[CH:5]2.C(N(C(C)C)C(C)C)C.C([O:45][CH2:46][C:47](Cl)=[O:48])(=O)C.O. The catalyst is C(Cl)Cl.C(O)(=O)C. The product is [Cl:1][C:2]1[CH:3]=[C:4]2[C:8](=[CH:9][CH:10]=1)[NH:7][C:6]([C:11]([NH:13][C@@H:14]1[CH2:22][C:21]3[C:16](=[CH:17][CH:18]=[CH:19][CH:20]=3)[C@H:15]1[N:23]([C:46](=[O:45])[CH2:47][OH:48])[CH2:24][CH2:25][OH:26])=[O:12])=[CH:5]2. The yield is 0.230. (6) The catalyst is C(Cl)Cl. The product is [Cl:36][C:21]1[CH:20]=[C:19]([NH:18][C:8](=[O:9])[C:3]2[CH:4]=[CH:5][CH:6]=[CH:7][N:2]=2)[CH:24]=[CH:23][C:22]=1[N:25]1[CH2:30][CH2:29][N:28]([C:31](=[O:35])[CH:32]([CH3:33])[CH3:34])[CH2:27][CH2:26]1. The reactants are Cl.[N:2]1[CH:7]=[CH:6][CH:5]=[CH:4][C:3]=1[C:8](Cl)=[O:9].CCN(CC)CC.[NH2:18][C:19]1[CH:24]=[CH:23][C:22]([N:25]2[CH2:30][CH2:29][N:28]([C:31](=[O:35])[CH:32]([CH3:34])[CH3:33])[CH2:27][CH2:26]2)=[C:21]([Cl:36])[CH:20]=1. The yield is 0.180. (7) The reactants are [Cl:1][C:2]1[CH:7]=[CH:6][CH:5]=[C:4]([Cl:8])[C:3]=1[S:9](Cl)(=[O:11])=[O:10].[NH3:13].Cl. The catalyst is N1C=CC=CC=1. The product is [Cl:1][C:2]1[CH:7]=[CH:6][CH:5]=[C:4]([Cl:8])[C:3]=1[S:9]([NH2:13])(=[O:11])=[O:10]. The yield is 0.900. (8) The reactants are Cl[CH2:2][CH2:3][CH2:4][CH2:5][O:6][C:7]1[CH:12]=[CH:11][CH:10]=[CH:9][C:8]=1/[CH:13]=[CH:14]/[C:15]1[O:16][C:17]2[CH:23]=[CH:22][CH:21]=[CH:20][C:18]=2[N:19]=1.[NH:24]1[CH2:29][CH2:28][CH2:27][CH2:26][CH2:25]1.Cl. No catalyst specified. The product is [N:24]1([CH2:2][CH2:3][CH2:4][CH2:5][O:6][C:7]2[CH:12]=[CH:11][CH:10]=[CH:9][C:8]=2/[CH:13]=[CH:14]/[C:15]2[O:16][C:17]3[CH:23]=[CH:22][CH:21]=[CH:20][C:18]=3[N:19]=2)[CH2:29][CH2:28][CH2:27][CH2:26][CH2:25]1. The yield is 0.420. (9) The reactants are C(O[C:4](=[O:19])[CH2:5][CH:6]1[CH2:10][CH2:9][CH2:8][CH:7]1[C:11]1[CH:16]=[CH:15][CH:14]=[C:13]([O:17][CH3:18])[CH:12]=1)C.O. The catalyst is C(Cl)Cl. The product is [CH3:18][O:17][C:13]1[CH:12]=[C:11]2[C:16]([C:4](=[O:19])[CH2:5][CH:6]3[CH2:10][CH2:9][CH2:8][CH:7]32)=[CH:15][CH:14]=1. The yield is 0.810. (10) The yield is 0.520. The catalyst is C1COCC1. The product is [CH2:1]([N:5]1[CH2:8][CH:7]([C:9]2[CH:14]=[CH:13][C:12]([NH:15][S:16]([C:19]3[CH:24]=[CH:23][C:22]([O:25][C:26]([F:29])([F:28])[F:27])=[CH:21][CH:20]=3)(=[O:18])=[O:17])=[CH:11][CH:10]=2)[CH2:6]1)[CH2:2][CH3:3]. The reactants are [C:1]([N:5]1[CH2:8][CH:7]([C:9]2[CH:14]=[CH:13][C:12]([NH:15][S:16]([C:19]3[CH:24]=[CH:23][C:22]([O:25][C:26]([F:29])([F:28])[F:27])=[CH:21][CH:20]=3)(=[O:18])=[O:17])=[CH:11][CH:10]=2)[CH2:6]1)(=O)[CH2:2][CH3:3].B.C1COCC1.